Predict the reaction yield, written as a fraction of the theoretical maximum amount of product (1.0 means a 100% yield; for example, 0.34 means a 34% yield). From a dataset of Reaction yield outcomes from USPTO patents with 853,638 reactions. (1) The reactants are [Br:1][C:2]1[CH:3]=[CH:4][C:5]([N+:21]([O-])=O)=[C:6]([NH:8][CH:9]2[CH2:13][CH2:12][N:11]([C:14]([O:16][C:17]([CH3:20])([CH3:19])[CH3:18])=[O:15])[CH2:10]2)[CH:7]=1.[NH4+].[Cl-]. The catalyst is CCO.[Fe]. The product is [NH2:21][C:5]1[CH:4]=[CH:3][C:2]([Br:1])=[CH:7][C:6]=1[NH:8][CH:9]1[CH2:13][CH2:12][N:11]([C:14]([O:16][C:17]([CH3:20])([CH3:19])[CH3:18])=[O:15])[CH2:10]1. The yield is 0.760. (2) The reactants are [Li+:1].C[Si]([N-][Si](C)(C)C)(C)C.[C:11]([C:14]1[O:15][CH:16]=[CH:17][CH:18]=1)(=[O:13])[CH3:12].[C:19](OC(C)(C)C)(=[O:27])[C:20]([O:22][C:23]([CH3:26])([CH3:25])[CH3:24])=[O:21]. The catalyst is CCOCC. The product is [C:23]([O:22][C:20](=[O:21])[C:19]([O-:27])=[CH:12][C:11]([C:14]1[O:15][CH:16]=[CH:17][CH:18]=1)=[O:13])([CH3:26])([CH3:25])[CH3:24].[Li+:1]. The yield is 0.830. (3) The reactants are [CH3:1][O:2][C:3](=[O:36])[NH:4][CH:5]([C:9]([N:11]1[CH2:15][CH2:14][CH2:13][CH:12]1[C:16]1[N:17]([CH2:28][O:29][CH2:30][CH2:31][Si:32]([CH3:35])([CH3:34])[CH3:33])[C:18]([C:21]2[CH:26]=[CH:25][C:24](Br)=[CH:23][CH:22]=2)=[CH:19][N:20]=1)=[O:10])[CH:6]([CH3:8])[CH3:7].[NH:37]1[CH2:42][CH2:41][NH:40][CH2:39][CH2:38]1.C1C=CC(P([C:69]2[C:70](C3C(P(C4C=CC=CC=4)C4C=CC=CC=4)=[CH:74][CH:73]=[C:72]4[C:67]=3[CH:68]=[CH:69][CH:70]=[CH:71]4)=[C:71]3[C:72]([CH:73]=[CH:74]C=C3)=[CH:67][CH:68]=2)C2C=CC=CC=2)=CC=1.[CH3:89][C:90]([O-])([CH3:92])[CH3:91].[Na+]. The catalyst is C1(C)C=CC=CC=1.CC([O-])=O.CC([O-])=O.[Pd+2]. The product is [CH3:1][O:2][C:3](=[O:36])[NH:4][CH:5]([C:9]([N:11]1[CH2:15][CH2:14][CH2:13][CH:12]1[C:16]1[N:17]([CH2:28][O:29][CH2:30][CH2:31][Si:32]([CH3:35])([CH3:34])[CH3:33])[C:18]([C:21]2[CH:26]=[CH:25][C:24]([N:37]3[CH2:42][CH2:41][N:40]([C:69]4[CH:68]=[CH:67][C:72]([C:73]5[N:17]([CH2:28][O:29][CH2:30][CH2:31][Si:32]([CH3:33])([CH3:35])[CH3:34])[C:16]([CH:12]6[CH2:13][CH2:14][CH2:15][N:11]6[C:9](=[O:10])[CH:89]([NH:4][C:3]([O:2][CH3:1])=[O:36])[CH:90]([CH3:92])[CH3:91])=[N:20][CH:74]=5)=[CH:71][CH:70]=4)[CH2:39][CH2:38]3)=[CH:23][CH:22]=2)=[CH:19][N:20]=1)=[O:10])[CH:6]([CH3:8])[CH3:7]. The yield is 0.0400. (4) The yield is 0.690. The catalyst is C1COCC1. The product is [OH:8][CH2:9][CH2:10][CH2:11][CH2:12][CH2:13][CH:14]([C:15]([O:17][C:18]([CH3:21])([CH3:20])[CH3:19])=[O:16])[C:22]([O:24][C:25]([CH3:27])([CH3:28])[CH3:26])=[O:23]. The reactants are [Si]([O:8][CH2:9][CH2:10][CH2:11][CH2:12][CH2:13][CH:14]([C:22]([O:24][C:25]([CH3:28])([CH3:27])[CH3:26])=[O:23])[C:15]([O:17][C:18]([CH3:21])([CH3:20])[CH3:19])=[O:16])(C(C)(C)C)(C)C.CCCC[N+](CCCC)(CCCC)CCCC.[F-]. (5) The catalyst is CN(C=O)C.CC(=O)OCC. The yield is 0.930. The product is [O:1]([CH2:8][CH:9]([OH:12])[CH2:11][OH:10])[C:2]1[CH:3]=[CH:4][CH:5]=[CH:6][CH:7]=1. The reactants are [O:1]([CH2:8][CH:9]1[CH2:11][O:10]1)[C:2]1[CH:7]=[CH:6][CH:5]=[CH:4][CH:3]=1.[OH2:12]. (6) The reactants are [C:1]([C:5]1[CH:9]=[C:8]([C:10]([O:12][CH2:13][CH3:14])=[O:11])[NH:7][N:6]=1)([CH3:4])([CH3:3])[CH3:2].[Cl:15][C:16]1[CH:23]=[C:22]([C:24]([F:27])([F:26])[F:25])[CH:21]=[CH:20][C:17]=1[CH2:18]Cl.C(=O)([O-])[O-].[K+].[K+]. The catalyst is CN(C)C=O. The product is [C:1]([C:5]1[CH:9]=[C:8]([C:10]([O:12][CH2:13][CH3:14])=[O:11])[N:7]([CH2:18][C:17]2[CH:20]=[CH:21][C:22]([C:24]([F:25])([F:27])[F:26])=[CH:23][C:16]=2[Cl:15])[N:6]=1)([CH3:4])([CH3:2])[CH3:3]. The yield is 0.930. (7) The reactants are [NH2:1][CH2:2][CH2:3][C:4]1[N:5]=[C:6]([NH:9][C:10]([NH:12][C:13]2[CH:18]=[CH:17][C:16]([CH3:19])=[CH:15][C:14]=2[C:20]([CH:22]2[CH2:26][CH2:25][CH2:24][CH2:23]2)=[O:21])=[O:11])[S:7][CH:8]=1.[C:27](Cl)(=[O:29])[CH3:28].N1C=CC=CC=1. The catalyst is C(Cl)Cl. The product is [CH:22]1([C:20]([C:14]2[CH:15]=[C:16]([CH3:19])[CH:17]=[CH:18][C:13]=2[NH:12][C:10](=[O:11])[NH:9][C:6]2[S:7][CH:8]=[C:4]([CH2:3][CH2:2][NH:1][C:27](=[O:29])[CH3:28])[N:5]=2)=[O:21])[CH2:23][CH2:24][CH2:25][CH2:26]1. The yield is 0.640.